This data is from NCI-60 drug combinations with 297,098 pairs across 59 cell lines. The task is: Regression. Given two drug SMILES strings and cell line genomic features, predict the synergy score measuring deviation from expected non-interaction effect. (1) Drug 1: CCC1=C2CN3C(=CC4=C(C3=O)COC(=O)C4(CC)O)C2=NC5=C1C=C(C=C5)O. Drug 2: CCN(CC)CCCC(C)NC1=C2C=C(C=CC2=NC3=C1C=CC(=C3)Cl)OC. Cell line: HCT116. Synergy scores: CSS=75.5, Synergy_ZIP=7.73, Synergy_Bliss=4.90, Synergy_Loewe=0.343, Synergy_HSA=7.41. (2) Drug 1: CC1C(C(=O)NC(C(=O)N2CCCC2C(=O)N(CC(=O)N(C(C(=O)O1)C(C)C)C)C)C(C)C)NC(=O)C3=C4C(=C(C=C3)C)OC5=C(C(=O)C(=C(C5=N4)C(=O)NC6C(OC(=O)C(N(C(=O)CN(C(=O)C7CCCN7C(=O)C(NC6=O)C(C)C)C)C)C(C)C)C)N)C. Synergy scores: CSS=8.75, Synergy_ZIP=-2.77, Synergy_Bliss=0.695, Synergy_Loewe=1.14, Synergy_HSA=2.11. Drug 2: C1=NNC2=C1C(=O)NC=N2. Cell line: OVCAR-4.